This data is from Forward reaction prediction with 1.9M reactions from USPTO patents (1976-2016). The task is: Predict the product of the given reaction. Given the reactants [CH3:1][C:2]1[N:7]=[C:6]2[O:8][CH2:9][CH2:10][CH2:11][C:5]2=[N:4][C:3]=1[C:12]1[CH:16]=[C:15]([NH:17][C:18](=[O:25])[CH2:19][C:20](OCC)=[O:21])[NH:14][N:13]=1.O, predict the reaction product. The product is: [CH3:1][C:2]1[N:7]=[C:6]2[O:8][CH2:9][CH2:10][CH2:11][C:5]2=[N:4][C:3]=1[C:12]1[CH:16]=[C:15]2[N:17]=[C:18]([OH:25])[CH:19]=[C:20]([OH:21])[N:14]2[N:13]=1.